Dataset: Forward reaction prediction with 1.9M reactions from USPTO patents (1976-2016). Task: Predict the product of the given reaction. (1) Given the reactants [CH3:1][C:2]1[CH:3]=[C:4]([C:9]2[CH:10]=[N:11][C:12]([NH2:15])=[N:13][CH:14]=2)[CH:5]=[CH:6][C:7]=1[CH3:8].N1C=CC=CC=1.[Cl:22][C:23]1[CH:24]=[CH:25][C:26]([N+:32]([O-:34])=[O:33])=[C:27]([CH:31]=1)[C:28](Cl)=[O:29], predict the reaction product. The product is: [Cl:22][C:23]1[CH:24]=[CH:25][C:26]([N+:32]([O-:34])=[O:33])=[C:27]([CH:31]=1)[C:28]([NH:15][C:12]1[N:11]=[CH:10][C:9]([C:4]2[CH:5]=[CH:6][C:7]([CH3:8])=[C:2]([CH3:1])[CH:3]=2)=[CH:14][N:13]=1)=[O:29]. (2) Given the reactants [C:1]([N:4]1[CH2:8][C@H:7]([O:9][CH2:10][CH3:11])[C@H:6]([NH:12][C:13]2[C:18]([CH2:19][CH3:20])=[N:17][C:16]([C:21]3[CH:26]=[CH:25][C:24]([Cl:27])=[CH:23][C:22]=3[Cl:28])=[C:15]([CH2:29][CH3:30])[N:14]=2)[CH2:5]1)(=[O:3])C.Cl[C:32](OC)=[O:33], predict the reaction product. The product is: [Cl:28][C:22]1[CH:23]=[C:24]([Cl:27])[CH:25]=[CH:26][C:21]=1[C:16]1[N:17]=[C:18]([CH2:19][CH3:20])[C:13]([NH:12][C@H:6]2[C@@H:7]([O:9][CH2:10][CH3:11])[CH2:8][N:4]([C:1]([O:33][CH3:32])=[O:3])[CH2:5]2)=[N:14][C:15]=1[CH2:29][CH3:30]. (3) Given the reactants [CH3:1][O:2][C:3]1[CH:4]=[C:5]([C:9]2[C:10]([NH2:20])=[N:11][NH:12][C:13]=2[C:14]2[CH:19]=[CH:18][N:17]=[CH:16][CH:15]=2)[CH:6]=[CH:7][CH:8]=1.CC[O:23][CH:24]=[C:25]([C:31](OCC)=O)[C:26]([O:28][CH2:29][CH3:30])=[O:27], predict the reaction product. The product is: [CH3:1][O:2][C:3]1[CH:4]=[C:5]([C:9]2[C:13]([C:14]3[CH:19]=[CH:18][N:17]=[CH:16][CH:15]=3)=[N:12][N:11]3[C:24](=[O:23])[C:25]([C:26]([O:28][CH2:29][CH3:30])=[O:27])=[CH:31][NH:20][C:10]=23)[CH:6]=[CH:7][CH:8]=1. (4) The product is: [C:7]([C:6]1[CH:9]=[CH:10][C:3]([CH:1]2[C:22]([C:14]3[S:13][C:17]4[CH2:18][CH2:19][CH2:20][CH2:21][C:16]=4[N:15]=3)=[C:23]([CH3:25])[NH:26][C:27]([CH3:31])=[C:28]2[C:29]#[N:30])=[C:4]([O:11][CH3:12])[CH:5]=1)#[N:8]. Given the reactants [CH:1]([C:3]1[CH:10]=[CH:9][C:6]([C:7]#[N:8])=[CH:5][C:4]=1[O:11][CH3:12])=O.[S:13]1[C:17]2[CH2:18][CH2:19][CH2:20][CH2:21][C:16]=2[N:15]=[C:14]1[CH2:22][C:23]([CH3:25])=O.[NH2:26]/[C:27](/[CH3:31])=[CH:28]\[C:29]#[N:30], predict the reaction product. (5) Given the reactants [CH3:1]CCCCC.C[Si](C=[N+]=[N-])(C)C.[N+:14]([C:17]1[C:25]([CH3:26])=[CH:24][CH:23]=[CH:22][C:18]=1[C:19]([OH:21])=[O:20])([O-:16])=[O:15], predict the reaction product. The product is: [N+:14]([C:17]1[C:25]([CH3:26])=[CH:24][CH:23]=[CH:22][C:18]=1[C:19]([O:21][CH3:1])=[O:20])([O-:16])=[O:15]. (6) The product is: [Cl:22][C:19]1[CH:18]=[CH:17][C:16]([N:9]2[C:10]3=[N:11][CH:12]=[CH:13][CH:14]=[C:15]3[C:7]([CH2:6][C:5]([OH:24])=[O:4])=[C:8]2[CH3:23])=[CH:21][CH:20]=1. Given the reactants [OH-].[Na+].C[O:4][C:5](=[O:24])[CH2:6][C:7]1[C:15]2[C:10](=[N:11][CH:12]=[CH:13][CH:14]=2)[N:9]([C:16]2[CH:21]=[CH:20][C:19]([Cl:22])=[CH:18][CH:17]=2)[C:8]=1[CH3:23], predict the reaction product.